Predict the reaction yield, written as a fraction of the theoretical maximum amount of product (1.0 means a 100% yield; for example, 0.34 means a 34% yield). From a dataset of Reaction yield outcomes from USPTO patents with 853,638 reactions. (1) The catalyst is CN1C(=O)CCC1. The yield is 0.400. The product is [Cl:18][C:19]1[CH:20]=[CH:21][C:22]([CH2:25][CH2:26][NH:27][C:28]([NH:1][C:2]2[CH:3]=[C:4]3[C:9](=[CH:10][CH:11]=2)[N:8]([CH3:12])[C:7](=[O:13])[CH:6]=[C:5]3[C:14]([F:17])([F:15])[F:16])=[S:29])=[CH:23][CH:24]=1. The reactants are [NH2:1][C:2]1[CH:3]=[C:4]2[C:9](=[CH:10][CH:11]=1)[N:8]([CH3:12])[C:7](=[O:13])[CH:6]=[C:5]2[C:14]([F:17])([F:16])[F:15].[Cl:18][C:19]1[CH:24]=[CH:23][C:22]([CH2:25][CH2:26][N:27]=[C:28]=[S:29])=[CH:21][CH:20]=1. (2) The reactants are Cl[C:2]1[N:7]=[C:6]([CH2:8][CH2:9][C:10]2[CH:15]=[CH:14][CH:13]=[CH:12][C:11]=2[C:16]2([C:19]([NH2:21])=[O:20])[CH2:18][CH2:17]2)[C:5]([Cl:22])=[CH:4][N:3]=1.[NH2:23][C:24]1[CH:29]=[CH:28][N:27]=[N:26][CH:25]=1.CC1(C)C2C(=C(P(C3C=CC=CC=3)C3C=CC=CC=3)C=CC=2)OC2C(P(C3C=CC=CC=3)C3C=CC=CC=3)=CC=CC1=2.C([O-])([O-])=O.[Cs+].[Cs+]. The catalyst is O1CCOCC1.C([O-])(=O)C.[Pd+2].C([O-])(=O)C. The product is [Cl:22][C:5]1[C:6]([CH2:8][CH2:9][C:10]2[CH:15]=[CH:14][CH:13]=[CH:12][C:11]=2[C:16]2([C:19]([NH2:21])=[O:20])[CH2:18][CH2:17]2)=[N:7][C:2]([NH:23][C:24]2[CH:29]=[CH:28][N:27]=[N:26][CH:25]=2)=[N:3][CH:4]=1. The yield is 0.110. (3) The reactants are I[C:2]1[CH:7]=[CH:6][C:5]([C:8]([F:11])([F:10])[F:9])=[CH:4][CH:3]=1.[PH2:12]([O-:14])=[O:13].[NH3+][C:16]1C=CC=C[CH:17]=1.NCCC[Si](OCC)(OCC)OCC.C1(P(C2C=CC=CC=2)CCCP(C2C=CC=CC=2)C2C=CC=CC=2)C=CC=CC=1. The catalyst is C(#N)C.C(OCC)(=O)C.Cl.C([O-])(=O)C.[Pd+2].C([O-])(=O)C. The product is [F:9][C:8]([F:11])([F:10])[C:5]1[CH:6]=[CH:7][C:2]([PH:12](=[O:14])[O:13][CH2:16][CH3:17])=[CH:3][CH:4]=1. The yield is 0.280. (4) The reactants are [CH2:1]([O:8][C:9]1[CH:14]=[C:13]([N:15]([CH2:21][CH2:22][CH2:23][CH3:24])[CH2:16][CH2:17][CH2:18][CH2:19][OH:20])[CH:12]=[CH:11][C:10]=1[CH:25]=[CH:26][C:27]1[S:31][C:30]([CH:32]=O)=[CH:29][CH:28]=1)[C:2]1[CH:7]=[CH:6][CH:5]=[CH:4][CH:3]=1.[C:34]([C:36]1[C:37](=[C:44]([C:47]#[N:48])[C:45]#[N:46])[O:38][C:39]([CH3:43])([CH3:42])[C:40]=1[CH3:41])#[N:35].C([O-])(=O)C.[NH4+]. The catalyst is C(O)C.O1CCCC1. The product is [CH2:1]([O:8][C:9]1[CH:14]=[C:13]([N:15]([CH2:21][CH2:22][CH2:23][CH3:24])[CH2:16][CH2:17][CH2:18][CH2:19][OH:20])[CH:12]=[CH:11][C:10]=1[CH:25]=[CH:26][C:27]1[S:31][C:30]([CH:32]=[CH:41][C:40]2[C:39]([CH3:42])([CH3:43])[O:38][C:37](=[C:44]([C:45]#[N:46])[C:47]#[N:48])[C:36]=2[C:34]#[N:35])=[CH:29][CH:28]=1)[C:2]1[CH:3]=[CH:4][CH:5]=[CH:6][CH:7]=1. The yield is 0.564.